From a dataset of Full USPTO retrosynthesis dataset with 1.9M reactions from patents (1976-2016). Predict the reactants needed to synthesize the given product. (1) Given the product [S:20]1[CH:21]=[CH:22][CH:23]=[C:19]1[C:16]1[N:15]=[C:14]([CH2:13][NH:11][C:8]23[CH2:10][CH:4]4[CH2:5][CH:6]([CH2:1][CH:2]([CH2:3]4)[CH2:9]2)[CH2:7]3)[O:18][N:17]=1, predict the reactants needed to synthesize it. The reactants are: [CH2:1]1[CH:6]2[CH2:7][C:8]3([NH2:11])[CH2:10][CH:4]([CH2:5]2)[CH2:3][CH:2]1[CH2:9]3.Cl[CH2:13][C:14]1[O:18][N:17]=[C:16]([C:19]2[S:20][CH:21]=[CH:22][CH:23]=2)[N:15]=1. (2) Given the product [CH3:4][C:5]1[CH:6]=[C:7]([CH2:12][CH2:13][CH2:14][NH2:15])[CH:8]=[CH:9][C:10]=1[CH3:11], predict the reactants needed to synthesize it. The reactants are: [OH-].[Na+].Cl.[CH3:4][C:5]1[CH:6]=[C:7]([CH2:12][CH2:13][CH2:14][NH2:15])[CH:8]=[CH:9][C:10]=1[CH3:11]. (3) Given the product [CH3:13][N:14]1[CH2:19][CH2:18][N:17]([C:2]2[NH:3][C:4](=[O:12])[C:5]3[CH:6]=[CH:7][CH:8]=[N:9][C:10]=3[CH:11]=2)[CH2:16][CH2:15]1, predict the reactants needed to synthesize it. The reactants are: Cl[C:2]1[NH:3][C:4](=[O:12])[C:5]2[CH:6]=[CH:7][CH:8]=[N:9][C:10]=2[CH:11]=1.[CH3:13][N:14]1[CH2:19][CH2:18][NH:17][CH2:16][CH2:15]1. (4) Given the product [I:12][CH2:2][CH2:3][C@H:4]([C:6]1[CH:11]=[CH:10][CH:9]=[CH:8][CH:7]=1)[OH:5], predict the reactants needed to synthesize it. The reactants are: Cl[CH2:2][CH2:3][C@H:4]([C:6]1[CH:11]=[CH:10][CH:9]=[CH:8][CH:7]=1)[OH:5].[I-:12].[Na+]. (5) Given the product [CH3:13][C:14]1[N:15]=[CH:16][N:17]([C:2]2[CH:3]=[C:4]([CH:6]=[C:7]([C:9]([F:12])([F:11])[F:10])[CH:8]=2)[NH2:5])[CH:18]=1, predict the reactants needed to synthesize it. The reactants are: Br[C:2]1[CH:3]=[C:4]([CH:6]=[C:7]([C:9]([F:12])([F:11])[F:10])[CH:8]=1)[NH2:5].[CH3:13][C:14]1[N:15]=[CH:16][NH:17][CH:18]=1.C([O-])([O-])=O.[K+].[K+].OC1C=CC=C2C=1N=CC=C2.N. (6) The reactants are: I[C:2]1[N:7]=[N:6][C:5]([NH:8][CH2:9][C:10]2[C:11]([C:16]3[CH:21]=[CH:20][CH:19]=[CH:18][CH:17]=3)=[N:12][O:13][C:14]=2[CH3:15])=[CH:4][CH:3]=1.[C:22](=[O:25])([O-])[O-:23].[Na+].[Na+].[CH3:28]O. Given the product [CH3:28][O:23][C:22]([C:2]1[N:7]=[N:6][C:5]([NH:8][CH2:9][C:10]2[C:11]([C:16]3[CH:21]=[CH:20][CH:19]=[CH:18][CH:17]=3)=[N:12][O:13][C:14]=2[CH3:15])=[CH:4][CH:3]=1)=[O:25], predict the reactants needed to synthesize it. (7) Given the product [F:16][C:17]1[CH:41]=[CH:40][CH:39]=[C:38]([F:42])[C:18]=1[C:19]([N:21]1[CH2:9][N:8]([CH3:13])[CH2:7][N:24]([C:25]2[CH:30]=[CH:29][C:28]([S:31]([CH:34]([F:35])[F:36])(=[O:32])=[O:33])=[CH:27][C:26]=2[F:37])[C:22]1=[O:23])=[O:20], predict the reactants needed to synthesize it. The reactants are: P(Cl)(Cl)(Cl)(Cl)Cl.[CH3:7][N:8]1[CH2:13]N(C)CN(C)[CH2:9]1.[F:16][C:17]1[CH:41]=[CH:40][CH:39]=[C:38]([F:42])[C:18]=1[C:19]([NH:21][C:22]([NH:24][C:25]1[CH:30]=[CH:29][C:28]([S:31]([CH:34]([F:36])[F:35])(=[O:33])=[O:32])=[CH:27][C:26]=1[F:37])=[O:23])=[O:20].C(N(CC)CC)C.[OH-].[Na+]. (8) The reactants are: [Si]([O:8][CH2:9][CH2:10][N:11]([CH2:26][CH2:27][C:28]1[C:36]2[C:31](=[CH:32][CH:33]=[CH:34][CH:35]=2)[NH:30][CH:29]=1)[CH:12]1[C:20]2[C:15](=[CH:16][C:17]([C:21]([O:23][CH2:24][CH3:25])=[O:22])=[CH:18][CH:19]=2)[CH2:14][CH2:13]1)(C(C)(C)C)(C)C.C(O)(C(F)(F)F)=O. Given the product [OH:8][CH2:9][CH2:10][N:11]([CH2:26][CH2:27][C:28]1[C:36]2[C:31](=[CH:32][CH:33]=[CH:34][CH:35]=2)[NH:30][CH:29]=1)[CH:12]1[C:20]2[C:15](=[CH:16][C:17]([C:21]([O:23][CH2:24][CH3:25])=[O:22])=[CH:18][CH:19]=2)[CH2:14][CH2:13]1, predict the reactants needed to synthesize it. (9) Given the product [Br:1][C:2]1[CH:3]=[C:4]([CH:8]=[CH:9][C:10]=1[F:11])[C:5]([O:7][CH2:16][CH3:17])=[O:6], predict the reactants needed to synthesize it. The reactants are: [Br:1][C:2]1[CH:3]=[C:4]([CH:8]=[CH:9][C:10]=1[F:11])[C:5]([OH:7])=[O:6].S(Cl)(Cl)=O.[CH3:16][CH2:17]O. (10) Given the product [CH3:29][C:27]1([CH3:30])[CH2:26][C:25]2[CH:31]=[CH:32][C:22]([C:5]3[CH:6]=[CH:7][C:2]([CH3:1])=[CH:3][CH:4]=3)=[CH:23][C:24]=2[O:28]1, predict the reactants needed to synthesize it. The reactants are: [CH3:1][C:2]1[CH:7]=[CH:6][C:5](OB(O)O)=[CH:4][CH:3]=1.C(=O)([O-])[O-].[Na+].[Na+].C(O)C.Br[C:22]1[CH:32]=[CH:31][C:25]2[CH2:26][C:27]([CH3:30])([CH3:29])[O:28][C:24]=2[CH:23]=1.